Dataset: Full USPTO retrosynthesis dataset with 1.9M reactions from patents (1976-2016). Task: Predict the reactants needed to synthesize the given product. (1) Given the product [F:22][C:2]([F:21])([F:1])[C:3]1[CH:4]=[CH:5][C:6]([C:9]2[N:14]=[C:13]([CH:15]([O:20][C:24]3[CH:29]=[CH:28][C:27]([CH2:30][CH2:31][C:32]([O:34][CH2:35][CH3:36])=[O:33])=[CH:26][CH:25]=3)[CH2:16][CH2:17][CH2:18][CH3:19])[CH:12]=[CH:11][CH:10]=2)=[CH:7][CH:8]=1, predict the reactants needed to synthesize it. The reactants are: [F:1][C:2]([F:22])([F:21])[C:3]1[CH:8]=[CH:7][C:6]([C:9]2[N:14]=[C:13]([CH:15]([OH:20])[CH2:16][CH2:17][CH2:18][CH3:19])[CH:12]=[CH:11][CH:10]=2)=[CH:5][CH:4]=1.O[C:24]1[CH:29]=[CH:28][C:27]([CH2:30][CH2:31][C:32]([O:34][CH2:35][CH3:36])=[O:33])=[CH:26][CH:25]=1.P(CCCC)(CCCC)CCCC. (2) Given the product [Si:2]([O:19][C@H:20]1[C@H:34]([CH2:35][CH2:36][C@@H:37]([OH:38])[CH2:46][OH:47])[C@H:23]2[CH2:24][C:25]3[C:30]([CH2:31][C@H:22]2[CH2:21]1)=[C:29]([O:32][CH3:33])[CH:28]=[CH:27][CH:26]=3)([C:15]([CH3:17])([CH3:16])[CH3:18])([C:9]1[CH:10]=[CH:11][CH:12]=[CH:13][CH:14]=1)[C:3]1[CH:4]=[CH:5][CH:6]=[CH:7][CH:8]=1, predict the reactants needed to synthesize it. The reactants are: Cl.[Si:2]([O:19][C@H:20]1[C@H:34]([CH2:35][CH2:36][C@H:37]([CH2:46][O:47][Si](C)(C)C(C)(C)C)[O:38][Si](C)(C)C(C)(C)C)[C@H:23]2[CH2:24][C:25]3[C:30]([CH2:31][C@H:22]2[CH2:21]1)=[C:29]([O:32][CH3:33])[CH:28]=[CH:27][CH:26]=3)([C:15]([CH3:18])([CH3:17])[CH3:16])([C:9]1[CH:14]=[CH:13][CH:12]=[CH:11][CH:10]=1)[C:3]1[CH:8]=[CH:7][CH:6]=[CH:5][CH:4]=1.C(OCC)(=O)C.CCCCCCC. (3) Given the product [CH2:1]([C:8]1[CH:9]=[CH:10][C:11]([C:14]2[CH:15]=[CH:16][C:17]([NH:20][C:21](=[O:27])[O:22][C:23]([CH3:26])([CH3:25])[CH3:24])=[CH:18][CH:19]=2)=[N:12][CH:13]=1)[CH2:2][CH2:3][CH2:4][CH2:5][CH2:6][CH3:7], predict the reactants needed to synthesize it. The reactants are: [CH:1]([C:8]1[CH:9]=[CH:10][C:11]([C:14]2[CH:19]=[CH:18][C:17]([NH:20][C:21](=[O:27])[O:22][C:23]([CH3:26])([CH3:25])[CH3:24])=[CH:16][CH:15]=2)=[N:12][CH:13]=1)=[CH:2][CH2:3][CH2:4][CH2:5][CH2:6][CH3:7].N#N. (4) Given the product [C:1]([N:4]1[CH2:9][CH2:8][CH2:7][C:6]2([CH2:18][C:17](=[O:19])[C:16]3[C:11](=[CH:12][CH:13]=[C:14](/[CH:20]=[CH:21]/[C:22]([NH:39][O:40][CH:41]4[CH2:46][CH2:45][CH2:44][CH2:43][O:42]4)=[O:23])[CH:15]=3)[O:10]2)[CH2:5]1)(=[O:3])[CH3:2], predict the reactants needed to synthesize it. The reactants are: [C:1]([N:4]1[CH2:9][CH2:8][CH2:7][C:6]2([CH2:18][C:17](=[O:19])[C:16]3[C:11](=[CH:12][CH:13]=[C:14](/[CH:20]=[CH:21]/[C:22](O)=[O:23])[CH:15]=3)[O:10]2)[CH2:5]1)(=[O:3])[CH3:2].C(Cl)CCl.C1C=CC2N(O)N=NC=2C=1.[NH2:39][O:40][CH:41]1[CH2:46][CH2:45][CH2:44][CH2:43][O:42]1. (5) The reactants are: [NH2:1][C@H:2]([C:4]1[N:9]([C:10]2[CH:15]=[CH:14][CH:13]=[CH:12][CH:11]=2)[C:8](=[O:16])[C:7]2=[CH:17][CH:18]=[CH:19][N:6]2[N:5]=1)[CH3:3].[Br:20][C:21]1[C:22]([NH2:28])=[N:23][CH:24]=[N:25][C:26]=1Cl.[F-].[Cs+].C(N(CC)C(C)C)(C)C. Given the product [NH2:28][C:22]1[N:23]=[CH:24][N:25]=[C:26]([NH:1][C@H:2]([C:4]2[N:9]([C:10]3[CH:15]=[CH:14][CH:13]=[CH:12][CH:11]=3)[C:8](=[O:16])[C:7]3=[CH:17][CH:18]=[CH:19][N:6]3[N:5]=2)[CH3:3])[C:21]=1[Br:20], predict the reactants needed to synthesize it. (6) Given the product [CH2:13]([O:20][C:6]1[CH:7]=[C:2]([F:1])[C:3]([N+:10]([O-:12])=[O:11])=[CH:4][C:5]=1[F:9])[C:14]1[CH:19]=[CH:18][CH:17]=[CH:16][CH:15]=1, predict the reactants needed to synthesize it. The reactants are: [F:1][C:2]1[CH:7]=[C:6](F)[C:5]([F:9])=[CH:4][C:3]=1[N+:10]([O-:12])=[O:11].[CH2:13]([OH:20])[C:14]1[CH:19]=[CH:18][CH:17]=[CH:16][CH:15]=1.C(=O)([O-])[O-].[K+].[K+].O.